From a dataset of Full USPTO retrosynthesis dataset with 1.9M reactions from patents (1976-2016). Predict the reactants needed to synthesize the given product. (1) Given the product [Si:1]([O:8][CH2:9][CH:10]1[CH2:22][CH2:21][N:13]2[C:14]3[C:19]([C:20]([C:23](=[O:27])[C:24]([O:39][CH3:38])=[O:25])=[C:12]2[CH2:11]1)=[CH:18][CH:17]=[CH:16][CH:15]=3)([C:4]([CH3:7])([CH3:6])[CH3:5])([CH3:3])[CH3:2], predict the reactants needed to synthesize it. The reactants are: [Si:1]([O:8][CH2:9][CH:10]1[CH2:22][CH2:21][N:13]2[C:14]3[C:19]([CH:20]=[C:12]2[CH2:11]1)=[CH:18][CH:17]=[CH:16][CH:15]=3)([C:4]([CH3:7])([CH3:6])[CH3:5])([CH3:3])[CH3:2].[C:23](Cl)(=[O:27])[C:24](Cl)=[O:25].CCN(C(C)C)C(C)C.[CH3:38][OH:39]. (2) Given the product [OH:49][C@@H:47]([CH3:48])[CH2:46][O:45][NH:44][C:18]([C:10]1[CH:11]=[CH:12][C:13]2[N:14]([CH:15]=[N:16][CH:17]=2)[C:9]=1[NH:8][C:5]1[CH:6]=[CH:7][C:2]([Br:1])=[CH:3][C:4]=1[F:21])=[O:20], predict the reactants needed to synthesize it. The reactants are: [Br:1][C:2]1[CH:7]=[CH:6][C:5]([NH:8][C:9]2[N:14]3[CH:15]=[N:16][CH:17]=[C:13]3[CH:12]=[CH:11][C:10]=2[C:18]([OH:20])=O)=[C:4]([F:21])[CH:3]=1.C1C=CC2N(O)N=NC=2C=1.CCN=C=NCCCN(C)C.Cl.[NH2:44][O:45][CH2:46][C@@H:47]([OH:49])[CH3:48].CCN(C(C)C)C(C)C. (3) Given the product [ClH:19].[CH3:2][S:3]([NH:6][C:7]1[CH:8]=[C:9]2[CH:13]=[C:14]([C:16]([OH:18])=[O:17])[S:15][C:10]2=[CH:11][N:12]=1)(=[O:4])=[O:5], predict the reactants needed to synthesize it. The reactants are: Cl.[CH3:2][S:3]([NH:6][C:7]1[N:12]=[C:11]2[CH:13]=[C:14]([C:16]([OH:18])=[O:17])[S:15][C:10]2=[CH:9][CH:8]=1)(=[O:5])=[O:4].[Cl:19]C1C=C(C(F)=CN=1)C=O.